Dataset: Reaction yield outcomes from USPTO patents with 853,638 reactions. Task: Predict the reaction yield, written as a fraction of the theoretical maximum amount of product (1.0 means a 100% yield; for example, 0.34 means a 34% yield). (1) No catalyst specified. The product is [Br:3][C:4]1[CH:12]=[CH:11][CH:10]=[C:9]2[C:5]=1[CH:6]=[CH:7][N:8]2[CH2:24][CH2:14][CH2:15][O:16][Si:17]([C:20]([CH3:23])([CH3:22])[CH3:21])([CH3:19])[CH3:18]. The reactants are [H-].[Na+].[Br:3][C:4]1[CH:12]=[CH:11][CH:10]=[C:9]2[C:5]=1[CH:6]=[CH:7][NH:8]2.Br[CH2:14][CH2:15][O:16][Si:17]([C:20]([CH3:23])([CH3:22])[CH3:21])([CH3:19])[CH3:18].[CH3:24]N(C)C=O. The yield is 1.00. (2) The reactants are [Br:1][C:2]1[C:3]([NH2:11])=[N:4][CH:5]=[C:6](Br)[C:7]=1[CH2:8][CH3:9].O.[OH:13][C:14]1[CH:19]=[CH:18][C:17](B(O)O)=[CH:16][CH:15]=1.C([O-])([O-])=O.[Na+].[Na+]. The catalyst is O1CCOCC1.Cl[Pd](Cl)([P](C1C=CC=CC=1)(C1C=CC=CC=1)C1C=CC=CC=1)[P](C1C=CC=CC=1)(C1C=CC=CC=1)C1C=CC=CC=1. The product is [NH2:11][C:3]1[N:4]=[CH:5][C:6]([C:17]2[CH:18]=[CH:19][C:14]([OH:13])=[CH:15][CH:16]=2)=[C:7]([CH2:8][CH3:9])[C:2]=1[Br:1]. The yield is 0.220. (3) The reactants are [NH:1]([C:11]([O:13][CH2:14][CH:15]1[C:27]2[C:22](=[CH:23][CH:24]=[CH:25][CH:26]=2)[C:21]2[C:16]1=[CH:17][CH:18]=[CH:19][CH:20]=2)=[O:12])[C@H:2]([C:8]([OH:10])=[O:9])[CH2:3][CH2:4][CH2:5][CH2:6][NH2:7].[C:28]([O:32][C:33]([CH3:36])([CH3:35])[CH3:34])(=[O:31])[CH:29]=O.[BH-]([O:46][C:47]([CH3:49])=[O:48])([O:46][C:47]([CH3:49])=[O:48])[O:46][C:47]([CH3:49])=[O:48].[Na+].O. The catalyst is ClCCCl. The product is [C:15]([O:46][C:47](=[O:48])[CH2:49][N:7]([CH2:29][C:28](=[O:31])[O:32][C:33]([CH3:34])([CH3:35])[CH3:36])[CH2:6][CH2:5][CH2:4][CH2:3][C@@H:2]([C:8]([OH:10])=[O:9])[NH:1][C:11](=[O:12])[O:13][CH2:14][CH:15]1[C:16]2[CH:17]=[CH:18][CH:19]=[CH:20][C:21]=2[C:22]2[C:27]1=[CH:26][CH:25]=[CH:24][CH:23]=2)([CH3:27])([CH3:16])[CH3:14]. The yield is 0.710. (4) The reactants are [CH:1]1([NH:4][C:5]([C:7]2[C:11]3[CH:12]=[CH:13][C:14]([O:16][C:17]4[C:26]5[C:21](=[CH:22][C:23]([OH:27])=[CH:24][CH:25]=5)[N:20]=[CH:19][CH:18]=4)=[CH:15][C:10]=3[O:9][C:8]=2[CH3:28])=[O:6])[CH2:3][CH2:2]1.[Br:29][CH2:30][CH2:31]Br.C([O-])([O-])=O.[K+].[K+]. The catalyst is CN(C=O)C. The product is [Br:29][CH2:30][CH2:31][O:27][C:23]1[CH:22]=[C:21]2[C:26]([C:17]([O:16][C:14]3[CH:13]=[CH:12][C:11]4[C:7]([C:5]([NH:4][CH:1]5[CH2:2][CH2:3]5)=[O:6])=[C:8]([CH3:28])[O:9][C:10]=4[CH:15]=3)=[CH:18][CH:19]=[N:20]2)=[CH:25][CH:24]=1. The yield is 0.610. (5) The reactants are [C:1]([N:20]1[CH:24]=[C:23]([CH:25]=[CH:26][CH2:27][CH2:28][CH2:29][N:30]2[C:38](=[O:39])[C:37]3[C:32](=[CH:33][CH:34]=[CH:35][CH:36]=3)[C:31]2=[O:40])[N:22]=[CH:21]1)([C:14]1[CH:19]=[CH:18][CH:17]=[CH:16][CH:15]=1)([C:8]1[CH:13]=[CH:12][CH:11]=[CH:10][CH:9]=1)[C:2]1[CH:7]=[CH:6][CH:5]=[CH:4][CH:3]=1. The catalyst is [Pd].CO.C1COCC1. The product is [C:1]([N:20]1[CH:24]=[C:23]([CH2:25][CH2:26][CH2:27][CH2:28][CH2:29][N:30]2[C:38](=[O:39])[C:37]3[C:32](=[CH:33][CH:34]=[CH:35][CH:36]=3)[C:31]2=[O:40])[N:22]=[CH:21]1)([C:8]1[CH:13]=[CH:12][CH:11]=[CH:10][CH:9]=1)([C:14]1[CH:15]=[CH:16][CH:17]=[CH:18][CH:19]=1)[C:2]1[CH:7]=[CH:6][CH:5]=[CH:4][CH:3]=1. The yield is 0.480. (6) The reactants are [NH2:1][C:2]1[C:10]([CH3:11])=[C:9]([O:12][CH3:13])[CH:8]=[CH:7][C:3]=1[C:4]([NH2:6])=[O:5].C(N)(=O)C1C=CC=CC=1.Cl.[C:24](Cl)(=O)[C:25]1[CH:30]=[CH:29][N:28]=[CH:27][CH:26]=1. No catalyst specified. The product is [CH3:13][O:12][C:9]1[C:10]([CH3:11])=[C:2]2[C:3]([C:4]([OH:5])=[N:6][C:24]([C:25]3[CH:30]=[CH:29][N:28]=[CH:27][CH:26]=3)=[N:1]2)=[CH:7][CH:8]=1. The yield is 0.600. (7) The reactants are O=O.[CH3:3][CH:4]([OH:11])[CH2:5][CH2:6][CH2:7][CH2:8][CH2:9][CH3:10]. The catalyst is [Pt].O. The product is [CH3:3][C:4](=[O:11])[CH2:5][CH2:6][CH2:7][CH2:8][CH2:9][CH3:10]. The yield is 0.850. (8) The reactants are [OH:1][N:2]=[C:3](Cl)[C:4]1[C:8]([N:9]2[CH2:14][CH2:13][O:12][CH2:11][CH2:10]2)=[N:7][O:6][N:5]=1.[Br:16][C:17]1[CH:18]=[C:19]([CH:21]=[CH:22][C:23]=1[F:24])[NH2:20].C(N(CC)C(C)C)(C)C. The catalyst is C(O)C.C(#N)C. The product is [Br:16][C:17]1[CH:18]=[C:19]([NH:20][C:3]([C:4]2[C:8]([N:9]3[CH2:14][CH2:13][O:12][CH2:11][CH2:10]3)=[N:7][O:6][N:5]=2)=[N:2][OH:1])[CH:21]=[CH:22][C:23]=1[F:24]. The yield is 0.480. (9) The reactants are [F:1][C:2]1[CH:3]=[C:4]([CH:9]=[CH:10][C:11]=1[C:12]1[C:20]2[C:15](=[CH:16][CH:17]=[CH:18][C:19]=2[F:21])[NH:14][N:13]=1)[C:5]([O:7][CH3:8])=[O:6].Br[CH2:23][C:24]1[C:29]([Cl:30])=[CH:28][CH:27]=[CH:26][C:25]=1[C:31]1([OH:35])[CH2:34][CH2:33][CH2:32]1.C([O-])([O-])=O.[Cs+].[Cs+]. The catalyst is CN(C=O)C. The product is [Cl:30][C:29]1[CH:28]=[CH:27][CH:26]=[C:25]([C:31]2([OH:35])[CH2:34][CH2:33][CH2:32]2)[C:24]=1[CH2:23][N:14]1[C:15]2[C:20](=[C:19]([F:21])[CH:18]=[CH:17][CH:16]=2)[C:12]([C:11]2[CH:10]=[CH:9][C:4]([C:5]([O:7][CH3:8])=[O:6])=[CH:3][C:2]=2[F:1])=[N:13]1. The yield is 0.300. (10) The reactants are C[O:2][C:3]([C:5]1[N:6]=[N:7][C:8]([N:11]2[CH2:16][CH2:15][N:14]([C:17](=[O:28])[C:18]3[CH:23]=[CH:22][CH:21]=[CH:20][C:19]=3[C:24]([F:27])([F:26])[F:25])[CH2:13][CH2:12]2)=[CH:9][CH:10]=1)=[O:4].O.[OH-].[Li+].Cl. The catalyst is O1CCCC1.O. The product is [F:27][C:24]([F:25])([F:26])[C:19]1[CH:20]=[CH:21][CH:22]=[CH:23][C:18]=1[C:17]([N:14]1[CH2:15][CH2:16][N:11]([C:8]2[N:7]=[N:6][C:5]([C:3]([OH:4])=[O:2])=[CH:10][CH:9]=2)[CH2:12][CH2:13]1)=[O:28]. The yield is 0.950.